From a dataset of Forward reaction prediction with 1.9M reactions from USPTO patents (1976-2016). Predict the product of the given reaction. (1) Given the reactants [CH2:1]1[O:9][C:8]2[CH:7]=[CH:6][C:5]([OH:10])=[CH:4][C:3]=2[O:2]1.[CH2:11]([O:14][C:15]1[C:22]([O:23][CH3:24])=[CH:21][C:18]([CH:19]=O)=[CH:17][C:16]=1[Br:25])[CH:12]=[CH2:13].[C:26]([CH2:28][C:29]([O:31][CH2:32][CH3:33])=[O:30])#[N:27].N1CCCCC1, predict the reaction product. The product is: [CH2:32]([O:31][C:29]([C:28]1[CH:19]([C:18]2[CH:21]=[C:22]([O:23][CH3:24])[C:15]([O:14][CH2:11][CH:12]=[CH2:13])=[C:16]([Br:25])[CH:17]=2)[C:6]2[CH:7]=[C:8]3[O:9][CH2:1][O:2][C:3]3=[CH:4][C:5]=2[O:10][C:26]=1[NH2:27])=[O:30])[CH3:33]. (2) Given the reactants [C:1]([O:5][C:6]([NH:8][CH2:9][C:10]1[CH:11]=[C:12]([NH:16][C:17]([O:19][CH2:20][CH2:21][C:22]2[CH:27]=[CH:26][C:25](B(O)O)=[CH:24][C:23]=2[Cl:31])=[O:18])[CH:13]=[CH:14][CH:15]=1)=[O:7])([CH3:4])([CH3:3])[CH3:2].[NH2:32][C:33]1[CH:34]=[C:35]2[C:40](=[CH:41][CH:42]=1)[C:39]([N:43]([C:51]([O:53][C:54]([CH3:57])([CH3:56])[CH3:55])=[O:52])[C:44]([O:46][C:47]([CH3:50])([CH3:49])[CH3:48])=[O:45])=[N:38][CH:37]=[CH:36]2.O.[C:59]([OH:63])(=[O:62])[CH:60]=O, predict the reaction product. The product is: [C:54]([O:53][C:51]([N:43]([C:44]([O:46][C:47]([CH3:48])([CH3:49])[CH3:50])=[O:45])[C:39]1[C:40]2[C:35](=[CH:34][C:33]([NH:32][CH:60]([C:25]3[CH:26]=[CH:27][C:22]([CH2:21][CH2:20][O:19][C:17](=[O:18])[NH:16][C:12]4[CH:13]=[CH:14][CH:15]=[C:10]([CH2:9][NH:8][C:6]([O:5][C:1]([CH3:4])([CH3:3])[CH3:2])=[O:7])[CH:11]=4)=[C:23]([Cl:31])[CH:24]=3)[C:59]([OH:63])=[O:62])=[CH:42][CH:41]=2)[CH:36]=[CH:37][N:38]=1)=[O:52])([CH3:57])([CH3:56])[CH3:55]. (3) Given the reactants [CH2:1]([O:8][C@H:9]1[O:18][C@H:17]2[C@@H:12]([O:13][CH:14]([C:19]3[CH:24]=[CH:23][CH:22]=[CH:21][CH:20]=3)[O:15][CH2:16]2)[C@H:11]([OH:25])[C@@H:10]1[O:26][CH2:27][C:28]1[CH:33]=[CH:32][CH:31]=[CH:30][CH:29]=1)[C:2]1[CH:7]=[CH:6][CH:5]=[CH:4][CH:3]=1.CC(OI1(OC(C)=O)(OC(C)=O)OC(=O)C2C=CC=CC1=2)=O, predict the reaction product. The product is: [CH2:1]([O:8][C@H:9]1[O:18][C@H:17]2[C@@H:12]([O:13][CH:14]([C:19]3[CH:24]=[CH:23][CH:22]=[CH:21][CH:20]=3)[O:15][CH2:16]2)[C:11](=[O:25])[C@@H:10]1[O:26][CH2:27][C:28]1[CH:33]=[CH:32][CH:31]=[CH:30][CH:29]=1)[C:2]1[CH:3]=[CH:4][CH:5]=[CH:6][CH:7]=1. (4) Given the reactants [H-].[H-].[H-].[H-].[Al+3].[Li+].[CH2:7]([C@@H:9]([C:17]1[CH:22]=[CH:21][CH:20]=[C:19]([O:23][CH2:24][C:25]2[CH:30]=[CH:29][CH:28]=[CH:27][CH:26]=2)[CH:18]=1)[C@@H:10]([CH3:16])[C:11]([N:13]([CH3:15])[CH3:14])=O)[CH3:8].[Al], predict the reaction product. The product is: [CH2:7]([C@@H:9]([C:17]1[CH:22]=[CH:21][CH:20]=[C:19]([O:23][CH2:24][C:25]2[CH:30]=[CH:29][CH:28]=[CH:27][CH:26]=2)[CH:18]=1)[C@@H:10]([CH3:16])[CH2:11][N:13]([CH3:15])[CH3:14])[CH3:8].